From a dataset of Reaction yield outcomes from USPTO patents with 853,638 reactions. Predict the reaction yield, written as a fraction of the theoretical maximum amount of product (1.0 means a 100% yield; for example, 0.34 means a 34% yield). (1) The reactants are [CH3:1][NH:2][C:3]1[N:4]([CH3:14])[N:5]=[C:6]([C:8]2[CH:9]=[N:10][CH:11]=[CH:12][CH:13]=2)[CH:7]=1.[C:15](Cl)(Cl)=[O:16].C1(C)C=CC=CC=1.[CH3:26][S:27][CH2:28][CH2:29][NH2:30]. The catalyst is ClCCCl. The product is [CH3:1][N:2]([C:3]1[N:4]([CH3:14])[N:5]=[C:6]([C:8]2[CH:9]=[N:10][CH:11]=[CH:12][CH:13]=2)[CH:7]=1)[C:15]([NH:30][CH2:29][CH2:28][S:27][CH3:26])=[O:16]. The yield is 0.0600. (2) The reactants are [F:1][C:2]([F:15])([C:8]1(O)[CH2:13][CH2:12][CH2:11][CH2:10][O:9]1)[C:3]([O:5][CH2:6][CH3:7])=[O:4].C([SiH](CC)CC)C.C(O)(C(F)(F)F)=O. No catalyst specified. The product is [F:15][C:2]([F:1])([CH:8]1[CH2:13][CH2:12][CH2:11][CH2:10][O:9]1)[C:3]([O:5][CH2:6][CH3:7])=[O:4]. The yield is 0.780. (3) The reactants are [CH3:1][O:2][C:3]([C:5]1[CH:6]=[C:7]([C:12]2[CH:17]=[CH:16][C:15]([CH3:18])=[CH:14][C:13]=2[F:19])[CH:8]=[C:9](I)[CH:10]=1)=[O:4].C[C:21]1[N:22]=[CH:23][S:24][CH:25]=1.CC(O[K])=O. The catalyst is CC(N(C)C)=O.C1C=CC([P]([Pd]([P](C2C=CC=CC=2)(C2C=CC=CC=2)C2C=CC=CC=2)([P](C2C=CC=CC=2)(C2C=CC=CC=2)C2C=CC=CC=2)[P](C2C=CC=CC=2)(C2C=CC=CC=2)C2C=CC=CC=2)(C2C=CC=CC=2)C2C=CC=CC=2)=CC=1. The product is [CH3:1][O:2][C:3]([C:5]1[CH:6]=[C:7]([C:12]2[CH:17]=[CH:16][C:15]([CH3:18])=[CH:14][C:13]=2[F:19])[CH:8]=[C:9]([C:25]2[S:24][CH:23]=[N:22][CH:21]=2)[CH:10]=1)=[O:4]. The yield is 0.680. (4) The reactants are [N:1]1([C:7]([O:9][C:10]([CH3:13])([CH3:12])[CH3:11])=[O:8])[CH2:6][CH2:5][NH:4][CH2:3][CH2:2]1.CCN(C(C)C)C(C)C.CN(C(ON1N=NC2C=CC=NC1=2)=[N+](C)C)C.F[P-](F)(F)(F)(F)F.[Br:47][C:48]1[CH:49]=[CH:50][C:51]2[C:57]3[S:58][C:59]([C:61]([N:63]([C:65]4[CH:66]=[C:67]([CH:71]=[CH:72][C:73]=4[Cl:74])[C:68](O)=[O:69])[CH3:64])=[O:62])=[CH:60][C:56]=3[CH2:55][CH2:54][O:53][C:52]=2[CH:75]=1. The catalyst is C1COCC1.O. The product is [Br:47][C:48]1[CH:49]=[CH:50][C:51]2[C:57]3[S:58][C:59]([C:61]([N:63]([C:65]4[CH:66]=[C:67]([CH:71]=[CH:72][C:73]=4[Cl:74])[C:68]([N:4]4[CH2:5][CH2:6][N:1]([C:7]([O:9][C:10]([CH3:13])([CH3:12])[CH3:11])=[O:8])[CH2:2][CH2:3]4)=[O:69])[CH3:64])=[O:62])=[CH:60][C:56]=3[CH2:55][CH2:54][O:53][C:52]=2[CH:75]=1. The yield is 0.970.